The task is: Predict the product of the given reaction.. This data is from Forward reaction prediction with 1.9M reactions from USPTO patents (1976-2016). (1) Given the reactants CN1C(=O)CCC1.Cl[C:9]1[N:10]=[C:11]([NH:27][CH2:28][CH:29]2[CH2:34][CH2:33][O:32][CH2:31][CH2:30]2)[C:12]2[O:17][N:16]=[C:15]([C:18]3[CH:26]=[CH:25][C:21]([C:22]([OH:24])=[O:23])=[CH:20][CH:19]=3)[C:13]=2[N:14]=1.[CH:35]1([NH2:40])[CH2:39][CH2:38][CH2:37][CH2:36]1.O, predict the reaction product. The product is: [CH:35]1([NH:40][C:9]2[N:10]=[C:11]([NH:27][CH2:28][CH:29]3[CH2:30][CH2:31][O:32][CH2:33][CH2:34]3)[C:12]3[O:17][N:16]=[C:15]([C:18]4[CH:19]=[CH:20][C:21]([C:22]([OH:24])=[O:23])=[CH:25][CH:26]=4)[C:13]=3[N:14]=2)[CH2:39][CH2:38][CH2:37][CH2:36]1. (2) Given the reactants [OH:1][C:2]1[N:7]=[C:6]([CH3:8])[CH:5]=[C:4]([CH3:9])[N:3]=1.[Br:10]N1C(=O)CCC1=O, predict the reaction product. The product is: [Br:10][C:5]1[C:4]([CH3:9])=[N:3][C:2]([OH:1])=[N:7][C:6]=1[CH3:8]. (3) The product is: [CH3:13][C:12]([CH3:14])([CH2:19][C:18]1[C:21]([F:26])=[CH:22][CH:23]=[C:24]([F:25])[C:17]=1[F:16])[C:11]#[N:15]. Given the reactants C[Si]([N-][Si](C)(C)C)(C)C.[Li+].[C:11](#[N:15])[CH:12]([CH3:14])[CH3:13].[F:16][C:17]1[C:24]([F:25])=[CH:23][CH:22]=[C:21]([F:26])[C:18]=1[CH2:19]Br.O, predict the reaction product. (4) Given the reactants Cl.FC1C=C(NC(=O)CC(NC2C=CC(F)=CC=2)=O)C=CC=1OC1C2=C(C)C(OCCN3CCOCC3)=CN2N=CN=1.[F:43][C:44]1[CH:70]=[C:69]([N+:71]([O-])=O)[CH:68]=[CH:67][C:45]=1[O:46][C:47]1[C:52]2=[C:53]([CH3:66])[C:54]([O:56][CH2:57][CH2:58][N:59]3[CH2:64][CH2:63][N:62]([CH3:65])[CH2:61][CH2:60]3)=[CH:55][N:51]2[N:50]=[CH:49][N:48]=1, predict the reaction product. The product is: [F:43][C:44]1[CH:70]=[C:69]([NH2:71])[CH:68]=[CH:67][C:45]=1[O:46][C:47]1[C:52]2=[C:53]([CH3:66])[C:54]([O:56][CH2:57][CH2:58][N:59]3[CH2:60][CH2:61][N:62]([CH3:65])[CH2:63][CH2:64]3)=[CH:55][N:51]2[N:50]=[CH:49][N:48]=1. (5) Given the reactants [Br:1][C:2]1[CH:3]=[C:4]([CH:8]=[C:9]([C:11]([F:14])([F:13])[F:12])[CH:10]=1)[C:5]([OH:7])=[O:6].[CH3:15]COCC, predict the reaction product. The product is: [Br:1][C:2]1[CH:3]=[C:4]([CH:8]=[C:9]([C:11]([F:12])([F:13])[F:14])[CH:10]=1)[C:5]([O:7][CH3:15])=[O:6]. (6) Given the reactants [CH3:1][O:2][C:3]([O:31][CH3:32])([C:21]1[CH:26]=[CH:25][C:24]([C:27]([F:30])([F:29])[F:28])=[CH:23][CH:22]=1)[CH2:4][CH2:5][CH2:6][CH2:7][CH2:8][CH2:9]OS(C1C=CC(C)=CC=1)(=O)=O.[NH3:33], predict the reaction product. The product is: [CH3:1][O:2][C:3]([O:31][CH3:32])([C:21]1[CH:26]=[CH:25][C:24]([C:27]([F:30])([F:29])[F:28])=[CH:23][CH:22]=1)[CH2:4][CH2:5][CH2:6][CH2:7][CH2:8][CH2:9][NH2:33].